From a dataset of Full USPTO retrosynthesis dataset with 1.9M reactions from patents (1976-2016). Predict the reactants needed to synthesize the given product. (1) Given the product [NH:20]1[CH2:21][CH2:22][O:23][C@H:18]([CH2:17][NH:16][C:14]2[C:13]([C:31]([F:32])([F:34])[F:33])=[CH:12][N:11]=[C:10]([NH:9][C:6]3[N:7]=[CH:8][C:3]([C:1]#[N:2])=[N:4][CH:5]=3)[CH:15]=2)[CH2:19]1, predict the reactants needed to synthesize it. The reactants are: [C:1]([C:3]1[N:4]=[CH:5][C:6]([NH:9][C:10]2[CH:15]=[C:14]([NH:16][CH2:17][C@H:18]3[O:23][CH2:22][CH2:21][N:20](C(OC(C)(C)C)=O)[CH2:19]3)[C:13]([C:31]([F:34])([F:33])[F:32])=[CH:12][N:11]=2)=[N:7][CH:8]=1)#[N:2].FC(F)(F)C(O)=O.C([SiH](C(C)C)C(C)C)(C)C. (2) Given the product [CH2:1]([CH:3]([CH2:6][CH2:7][CH:8]1[CH2:12][CH2:11][CH:10]([CH3:13])[C:9]1([CH3:15])[CH3:14])[CH2:4][CH2:18][C:16]#[N:17])[CH3:2], predict the reactants needed to synthesize it. The reactants are: [CH2:1]([C:3](=[CH:6][CH2:7][CH:8]1[CH2:12][CH:11]=[C:10]([CH3:13])[C:9]1([CH3:15])[CH3:14])[CH:4]=O)[CH3:2].[C:16]([CH2:18]C(O)=O)#[N:17].